This data is from Choline transporter screen with 302,306 compounds. The task is: Binary Classification. Given a drug SMILES string, predict its activity (active/inactive) in a high-throughput screening assay against a specified biological target. The drug is o1c(N2CCC(CC2)C(=O)NCCc2ccccc2)nc2c1cccc2. The result is 0 (inactive).